Dataset: Catalyst prediction with 721,799 reactions and 888 catalyst types from USPTO. Task: Predict which catalyst facilitates the given reaction. (1) Reactant: [C:1]([O:5][C:6]([N:8]1[CH2:13][CH2:12][N:11]([C:14]2[CH:19]=[C:18]([CH2:20][O:21][C:22]3[CH:27]=[CH:26][CH:25]=[CH:24][C:23]=3[C:28]([F:31])([F:30])[F:29])[C:17]([Br:32])=[CH:16][C:15]=2[NH2:33])[CH2:10][CH2:9]1)=[O:7])([CH3:4])([CH3:3])[CH3:2].[C:34]([C:37]1[C:46]2[C:41](=[CH:42][CH:43]=[CH:44][CH:45]=2)[CH:40]=[CH:39][N:38]=1)(O)=[O:35].CN(C(ON1N=NC2C=CC=CC1=2)=[N+](C)C)C.F[P-](F)(F)(F)(F)F.CCN(C(C)C)C(C)C. Product: [C:1]([O:5][C:6]([N:8]1[CH2:9][CH2:10][N:11]([C:14]2[CH:19]=[C:18]([CH2:20][O:21][C:22]3[CH:27]=[CH:26][CH:25]=[CH:24][C:23]=3[C:28]([F:31])([F:29])[F:30])[C:17]([Br:32])=[CH:16][C:15]=2[NH:33][C:34]([C:37]2[C:46]3[C:41](=[CH:42][CH:43]=[CH:44][CH:45]=3)[CH:40]=[CH:39][N:38]=2)=[O:35])[CH2:12][CH2:13]1)=[O:7])([CH3:4])([CH3:2])[CH3:3]. The catalyst class is: 39. (2) Reactant: [F:8][C:7]([F:10])([F:9])[C:6](O[C:6](=[O:11])[C:7]([F:10])([F:9])[F:8])=[O:11].C(N(CC)CC)C.[CH3:21][O:22][NH:23][C:24]([C:26]1[C:27](=[O:60])[C:28]2[CH:33]=[N:32][C:31]([NH:34][C:35]3[CH:40]=[CH:39][C:38]([CH2:41][CH2:42][N:43]4[CH2:48][CH2:47][NH:46][CH2:45][CH2:44]4)=[CH:37][CH:36]=3)=[N:30][C:29]=2[N:49]([C:51]2[CH:52]=[C:53]3[C:57](=[CH:58][CH:59]=2)[CH2:56][CH2:55][CH2:54]3)[CH:50]=1)=[O:25]. Product: [CH3:21][O:22][NH:23][C:24]([C:26]1[C:27](=[O:60])[C:28]2[CH:33]=[N:32][C:31]([NH:34][C:35]3[CH:40]=[CH:39][C:38]([CH2:41][CH2:42][N:43]4[CH2:44][CH2:45][N:46]([C:6](=[O:11])[C:7]([F:8])([F:9])[F:10])[CH2:47][CH2:48]4)=[CH:37][CH:36]=3)=[N:30][C:29]=2[N:49]([C:51]2[CH:52]=[C:53]3[C:57](=[CH:58][CH:59]=2)[CH2:56][CH2:55][CH2:54]3)[CH:50]=1)=[O:25]. The catalyst class is: 2. (3) Product: [CH:1]1([CH2:5][C:6]2[C:15]([I:17])=[CH:14][C:9]([C:10]([O:12][CH3:13])=[O:11])=[C:8]([CH3:16])[CH:7]=2)[CH2:4][CH2:3][CH2:2]1. Reactant: [CH:1]1([CH2:5][C:6]2[CH:15]=[CH:14][C:9]([C:10]([O:12][CH3:13])=[O:11])=[C:8]([CH3:16])[CH:7]=2)[CH2:4][CH2:3][CH2:2]1.[I:17]I.S(=O)(=O)(O)O. The catalyst class is: 52. (4) Reactant: C([O:9][C@@H:10]1[CH2:19][O:18][C@H:17]2[C@@H:12]([O:13][CH:14]([C:20]3[CH:25]=[CH:24][CH:23]=[CH:22][CH:21]=3)[O:15][CH2:16]2)[CH2:11]1)(=O)C1C=CC=CC=1.[OH-].[Na+].C(=O)(O)[O-].[Na+]. Product: [C:20]1([CH:14]2[O:13][C@H:12]3[CH2:11][C@H:10]([OH:9])[CH2:19][O:18][C@@H:17]3[CH2:16][O:15]2)[CH:21]=[CH:22][CH:23]=[CH:24][CH:25]=1. The catalyst class is: 92. (5) Reactant: C(=O)([O-])[O-].[K+].[K+].[CH3:7][N:8]1[CH2:13][CH2:12][NH:11][CH2:10][CH2:9]1.Cl[C:15]1[N:20]=[C:19]([O:21][CH:22]([CH3:24])[CH3:23])[C:18]([N+:25]([O-:27])=[O:26])=[CH:17][CH:16]=1.O. Product: [CH3:7][N:8]1[CH2:13][CH2:12][N:11]([C:15]2[CH:16]=[CH:17][C:18]([N+:25]([O-:27])=[O:26])=[C:19]([O:21][CH:22]([CH3:24])[CH3:23])[N:20]=2)[CH2:10][CH2:9]1. The catalyst class is: 16. (6) Reactant: C(OC(=O)[NH:7][CH2:8][CH2:9][NH:10][C:11](=[O:49])[C:12]1[CH:17]=[CH:16][CH:15]=[C:14]([N:18]2[C:23]3[N:24]=[CH:25][C:26]([F:28])=[CH:27][C:22]=3[C:21](=[O:29])[N:20]([C@H:30]3[CH2:35][CH2:34][C@@H:33]([NH:36][C:37]([C:39]4[N:40]=[C:41]5[CH:46]=[CH:45][CH:44]=[CH:43][N:42]5[CH:47]=4)=[O:38])[CH2:32][CH2:31]3)[C:19]2=[O:48])[CH:13]=1)(C)(C)C.Cl. Product: [NH2:7][CH2:8][CH2:9][NH:10][C:11]([C:12]1[CH:13]=[C:14]([N:18]2[C:23]3[N:24]=[CH:25][C:26]([F:28])=[CH:27][C:22]=3[C:21](=[O:29])[N:20]([C@@H:30]3[CH2:35][CH2:34][C@H:33]([NH:36][C:37]([C:39]4[N:40]=[C:41]5[CH:46]=[CH:45][CH:44]=[CH:43][N:42]5[CH:47]=4)=[O:38])[CH2:32][CH2:31]3)[C:19]2=[O:48])[CH:15]=[CH:16][CH:17]=1)=[O:49]. The catalyst class is: 12. (7) Reactant: [NH2:1][C:2]1[CH:3]=[C:4]([C@@H:16]([OH:19])[CH2:17][Br:18])[CH:5]=[CH:6][C:7]=1[O:8][CH2:9][C:10]1[CH:15]=[CH:14][CH:13]=[CH:12][CH:11]=1.N1C=CC=CC=1.[CH3:26][S:27](Cl)(=[O:29])=[O:28]. Product: [CH2:9]([O:8][C:7]1[CH:6]=[CH:5][C:4]([C@@H:16]([OH:19])[CH2:17][Br:18])=[CH:3][C:2]=1[NH:1][S:27]([CH3:26])(=[O:29])=[O:28])[C:10]1[CH:15]=[CH:14][CH:13]=[CH:12][CH:11]=1. The catalyst class is: 4.